This data is from Reaction yield outcomes from USPTO patents with 853,638 reactions. The task is: Predict the reaction yield, written as a fraction of the theoretical maximum amount of product (1.0 means a 100% yield; for example, 0.34 means a 34% yield). The reactants are [Cl:1][C:2]1[C:3]([N:16]([CH:18]2[CH2:23][CH2:22][NH:21][CH2:20][CH:19]2[CH2:24][CH3:25])[CH3:17])=[N:4][C:5]([NH:8][C:9]2[CH:13]=[C:12]([CH3:14])[N:11]([CH3:15])[N:10]=2)=[N:6][CH:7]=1.Cl[C:27]1[N:32]=[CH:31][C:30]([C:33]#[N:34])=[CH:29][CH:28]=1. The catalyst is C(O)C. The product is [Cl:1][C:2]1[C:3]([N:16]([CH3:17])[CH:18]2[CH2:23][CH2:22][N:21]([C:27]3[CH:28]=[CH:29][C:30]([C:33]#[N:34])=[CH:31][N:32]=3)[CH2:20][CH:19]2[CH2:24][CH3:25])=[N:4][C:5]([NH:8][C:9]2[CH:13]=[C:12]([CH3:14])[N:11]([CH3:15])[N:10]=2)=[N:6][CH:7]=1. The yield is 0.669.